This data is from TCR-epitope binding with 47,182 pairs between 192 epitopes and 23,139 TCRs. The task is: Binary Classification. Given a T-cell receptor sequence (or CDR3 region) and an epitope sequence, predict whether binding occurs between them. (1) The epitope is YIFFASFYY. The TCR CDR3 sequence is CASSQVNHWNEQFF. Result: 1 (the TCR binds to the epitope). (2) The epitope is YLDAYNMMI. The TCR CDR3 sequence is CASSISRVNTGELFF. Result: 1 (the TCR binds to the epitope). (3) The epitope is SEVGPEHSLAEY. The TCR CDR3 sequence is CASSYLSSGNTIYF. Result: 0 (the TCR does not bind to the epitope). (4) The epitope is YFPLQSYGF. The TCR CDR3 sequence is CASSLVTSGGTDTQYF. Result: 1 (the TCR binds to the epitope). (5) The epitope is RLQSLQTYV. The TCR CDR3 sequence is CASSQDLLHEQYF. Result: 0 (the TCR does not bind to the epitope). (6) The epitope is KLMNIQQKL. Result: 0 (the TCR does not bind to the epitope). The TCR CDR3 sequence is CASSFTGRNEQFF. (7) The epitope is RQLLFVVEV. The TCR CDR3 sequence is CASSSGTAQAYNEQFF. Result: 0 (the TCR does not bind to the epitope). (8) Result: 0 (the TCR does not bind to the epitope). The epitope is LLFNKVTLA. The TCR CDR3 sequence is CASLGPPNEKLFF.